From a dataset of Catalyst prediction with 721,799 reactions and 888 catalyst types from USPTO. Predict which catalyst facilitates the given reaction. (1) Product: [NH2:1][CH2:2][CH2:3][CH2:4][O:5][C:6]1[N:11]=[C:10]([C@H:12]2[CH2:16][CH2:15][CH2:14][N:13]2[C:17]2[CH:22]=[CH:21][N:20]3[N:23]=[CH:24][C:25]([C:26]([OH:28])=[O:27])=[C:19]3[N:18]=2)[CH:9]=[CH:8][CH:7]=1. The catalyst class is: 5. Reactant: [NH2:1][CH2:2][CH2:3][CH2:4][O:5][C:6]1[N:11]=[C:10]([C@H:12]2[CH2:16][CH2:15][CH2:14][N:13]2[C:17]2[CH:22]=[CH:21][N:20]3[N:23]=[CH:24][C:25]([C:26]([O:28]CC)=[O:27])=[C:19]3[N:18]=2)[CH:9]=[CH:8][CH:7]=1.C1COCC1.CO.[Li+].[OH-].Cl. (2) Product: [CH3:32][C:10]1[C:11]2[C:12](=[N:13][CH:14]=[C:15]([NH:17][C:18]3[CH:23]=[CH:22][C:21]([CH2:24][N:25]4[CH2:26][CH2:27][N:28]([CH3:31])[CH2:29][CH2:30]4)=[CH:20][CH:19]=3)[CH:16]=2)[NH:8][N:9]=1. Reactant: COC1C=CC(C[N:8]2[C:12]3=[N:13][CH:14]=[C:15]([NH:17][C:18]4[CH:23]=[CH:22][C:21]([CH2:24][N:25]5[CH2:30][CH2:29][N:28]([CH3:31])[CH2:27][CH2:26]5)=[CH:20][CH:19]=4)[CH:16]=[C:11]3[C:10]([CH3:32])=[N:9]2)=CC=1.FC(F)(F)C(O)=O. The catalyst class is: 22. (3) Reactant: [CH3:1][C:2]1([CH3:16])[C:6]([CH3:8])([CH3:7])[O:5][B:4]([C:9]2[CH:14]=[CH:13][CH:12]=[CH:11][C:10]=2[OH:15])[O:3]1.Br[CH2:18][C:19]([O:21][CH3:22])=[O:20].C([O-])([O-])=O.[K+].[K+]. Product: [CH3:8][C:6]1([CH3:7])[C:2]([CH3:16])([CH3:1])[O:3][B:4]([C:9]2[CH:14]=[CH:13][CH:12]=[CH:11][C:10]=2[O:15][CH2:18][C:19]([O:21][CH3:22])=[O:20])[O:5]1. The catalyst class is: 3. (4) Reactant: Cl[C:2]1[N:3]=[C:4]2[CH:24]=[C:23]([Cl:25])[CH:22]=[N:21][C:5]2=[N:6][C:7]=1[N:8]1[CH2:12][CH2:11][C@@H:10]([NH:13][C:14](=[O:20])[O:15][C:16]([CH3:19])([CH3:18])[CH3:17])[CH2:9]1.O.[NH2:27][NH2:28]. Product: [Cl:25][C:23]1[CH:22]=[N:21][C:5]2=[N:6][C:7]([N:8]3[CH2:12][CH2:11][C@@H:10]([NH:13][C:14](=[O:20])[O:15][C:16]([CH3:19])([CH3:18])[CH3:17])[CH2:9]3)=[C:2]([NH:27][NH2:28])[N:3]=[C:4]2[CH:24]=1. The catalyst class is: 14. (5) Reactant: [CH3:1][C:2]1([CH3:27])[CH2:7][CH:6]([CH2:8][NH:9][C:10]2[C:15]([F:16])=[CH:14][CH:13]=[C:12]([O:17]CC3C=CC(OC)=CC=3)[N:11]=2)[CH2:5][CH2:4][O:3]1. Product: [CH3:1][C:2]1([CH3:27])[CH2:7][CH:6]([CH2:8][NH:9][C:10]2[N:11]=[C:12]([OH:17])[CH:13]=[CH:14][C:15]=2[F:16])[CH2:5][CH2:4][O:3]1. The catalyst class is: 50. (6) Reactant: C[O:2][C:3]1[CH:8]=[CH:7][C:6]([C:9]2[CH:10]=[C:11]([C:17]#[N:18])[C:12](=[O:16])[NH:13][C:14]=2[CH3:15])=[CH:5][CH:4]=1.B(Br)(Br)Br.[Cl-].[NH4+]. Product: [OH:2][C:3]1[CH:4]=[CH:5][C:6]([C:9]2[CH:10]=[C:11]([C:17]#[N:18])[C:12](=[O:16])[NH:13][C:14]=2[CH3:15])=[CH:7][CH:8]=1. The catalyst class is: 4. (7) Reactant: [CH3:1][C:2]1[C:6]([C:7]([NH:9][N:10]2[CH2:15][CH2:14][CH2:13][CH2:12][CH2:11]2)=[O:8])=[N:5][N:4]([C:16]2[CH:17]=[CH:18][C:19]([Cl:23])=[CH:20][C:21]=2[Cl:22])[C:3]=1[C:24]1[CH:25]=[CH:26][C:27]([Cl:30])=[CH:28][CH:29]=1.C([O-])(=O)/C=C/C([O-])=O.[OH-].[Na+]. Product: [CH3:1][C:2]1[C:6]([C:7]([NH:9][N:10]2[CH2:11][CH2:12][CH2:13][CH2:14][CH2:15]2)=[O:8])=[N:5][N:4]([C:16]2[CH:17]=[CH:18][C:19]([Cl:23])=[CH:20][C:21]=2[Cl:22])[C:3]=1[C:24]1[CH:25]=[CH:26][C:27]([Cl:30])=[CH:28][CH:29]=1. The catalyst class is: 6.